Dataset: Peptide-MHC class II binding affinity with 134,281 pairs from IEDB. Task: Regression. Given a peptide amino acid sequence and an MHC pseudo amino acid sequence, predict their binding affinity value. This is MHC class II binding data. (1) The peptide sequence is GPKDNGGACGYKDVD. The MHC is HLA-DPA10103-DPB10401 with pseudo-sequence HLA-DPA10103-DPB10401. The binding affinity (normalized) is 0. (2) The peptide sequence is GNQNFLTVFDSTSCN. The MHC is HLA-DPA10201-DPB10501 with pseudo-sequence HLA-DPA10201-DPB10501. The binding affinity (normalized) is 0.463. (3) The peptide sequence is KNKVNLLTHSINALI. The MHC is DRB1_1101 with pseudo-sequence DRB1_1101. The binding affinity (normalized) is 0.465.